This data is from Full USPTO retrosynthesis dataset with 1.9M reactions from patents (1976-2016). The task is: Predict the reactants needed to synthesize the given product. (1) Given the product [CH3:14][N:12]([CH3:13])[CH2:11][CH2:10][C:2]1[CH2:1][C:9]2[C:4](=[CH:5][CH:6]=[CH:7][CH:8]=2)[C:3]=1[CH:21]([CH3:24])[C:22]#[N:23], predict the reactants needed to synthesize it. The reactants are: [CH2:1]1[C:9]2[C:4](=[CH:5][CH:6]=[CH:7][CH:8]=2)[CH:3]=[C:2]1[CH2:10][CH2:11][N:12]([CH3:14])[CH3:13].[Li]CCCC.Br[CH:21]([CH3:24])[C:22]#[N:23]. (2) Given the product [Cl:1][C:2]1[C:3]([F:59])=[C:4]([C@@H:8]2[C@:12]([C:15]3[CH:20]=[CH:19][C:18]([Cl:21])=[CH:17][C:16]=3[F:22])([C:13]#[N:14])[C@H:11]([CH2:23][C:24]([CH3:25])([CH3:27])[CH3:26])[NH:10][C@H:9]2[C:28]([NH:30][C:31]2[CH:56]=[CH:55][C:34]([C:35]([O:37][CH2:38][O:39][C:40]([NH:41][C@@H:42]([CH3:53])[C:43]([OH:45])=[O:44])=[O:54])=[O:36])=[CH:33][C:32]=2[O:57][CH3:58])=[O:29])[CH:5]=[CH:6][CH:7]=1, predict the reactants needed to synthesize it. The reactants are: [Cl:1][C:2]1[C:3]([F:59])=[C:4]([C@@H:8]2[C@:12]([C:15]3[CH:20]=[CH:19][C:18]([Cl:21])=[CH:17][C:16]=3[F:22])([C:13]#[N:14])[C@H:11]([CH2:23][C:24]([CH3:27])([CH3:26])[CH3:25])[NH:10][C@H:9]2[C:28]([NH:30][C:31]2[CH:56]=[CH:55][C:34]([C:35]([O:37][CH2:38][O:39][C:40](=[O:54])[NH:41][C@@H:42]([CH3:53])[C:43]([O:45]CC3C=CC=CC=3)=[O:44])=[O:36])=[CH:33][C:32]=2[O:57][CH3:58])=[O:29])[CH:5]=[CH:6][CH:7]=1.[H][H]. (3) The reactants are: [C:1](=O)([O-])[O-].[Cs+].[Cs+].[CH2:7]([C:9]1[CH:14]=[CH:13][C:12]([OH:15])=[C:11]([C:16]2[CH:20]=[CH:19][S:18][CH:17]=2)[CH:10]=1)[CH3:8].[CH3:21][O:22][C:23](=[O:42])[CH2:24][CH2:25][C:26]1[CH:31]=[CH:30][C:29]([O:32][CH2:33][CH2:34][C@@H:35]([O:37]S(C)(=O)=O)[CH3:36])=[CH:28][CH:27]=1.[CH3:43]OC(=O)CC. Given the product [CH3:21][O:22][C:23](=[O:42])[CH2:24][CH2:25][C:26]1[CH:31]=[CH:30][C:29]([O:32][CH2:33][CH2:34][C@@H:35]([O:15][C:12]2[CH:13]=[CH:14][C:9]([CH2:7][CH3:8])=[CH:10][C:11]=2[C:16]2[CH:20]=[CH:19][S:18][CH:17]=2)[CH3:36])=[CH:28][C:27]=1[CH3:1].[CH2:7]([C:9]1[CH:14]=[CH:13][C:12]([O:37][C@@H:35]([CH3:36])[CH2:34][CH2:33][O:32][C:29]2[CH:28]=[CH:27][C:26]([CH2:25][CH2:24][C:23]([OH:22])=[O:42])=[C:31]([CH3:43])[CH:30]=2)=[C:11]([C:16]2[CH:20]=[CH:19][S:18][CH:17]=2)[CH:10]=1)[CH3:8], predict the reactants needed to synthesize it. (4) Given the product [ClH:33].[ClH:33].[NH2:8][C@@H:12]([CH2:13][C:14]1[CH:19]=[CH:18][C:17]([O:20][C:21]2[C:30]3[C:25](=[CH:26][CH:27]=[CH:28][CH:29]=3)[N:24]=[CH:23][CH:22]=2)=[CH:16][CH:15]=1)[CH2:11][OH:10], predict the reactants needed to synthesize it. The reactants are: C(OC([N:8]1[C@@H:12]([CH2:13][C:14]2[CH:19]=[CH:18][C:17]([O:20][C:21]3[C:30]4[C:25](=[CH:26][CH:27]=[CH:28][CH:29]=4)[N:24]=[CH:23][CH:22]=3)=[CH:16][CH:15]=2)[CH2:11][O:10]C1(C)C)=O)(C)(C)C.[ClH:33]. (5) Given the product [F:1][C:2]1[CH:3]=[C:4]([C:8]2[CH:16]=[C:15]3[C:11]([CH2:12][CH2:13][CH:14]3[N:17]([C:18]3[CH:19]=[C:20]([CH:27]=[CH:28][CH:29]=3)[O:21][CH2:22][C:23]([O:25][CH3:26])=[O:24])[C:39](=[O:41])[CH3:40])=[CH:10][CH:9]=2)[CH:5]=[CH:6][CH:7]=1, predict the reactants needed to synthesize it. The reactants are: [F:1][C:2]1[CH:3]=[C:4]([C:8]2[CH:16]=[C:15]3[C:11]([CH2:12][CH2:13][CH:14]3[NH:17][C:18]3[CH:19]=[C:20]([CH:27]=[CH:28][CH:29]=3)[O:21][CH2:22][C:23]([O:25][CH3:26])=[O:24])=[CH:10][CH:9]=2)[CH:5]=[CH:6][CH:7]=1.CN(C1C=CC=CN=1)C.[C:39](Cl)(=[O:41])[CH3:40].C(N(CC)CC)C. (6) Given the product [F:32][C:33]1[CH:41]=[CH:40][CH:39]=[CH:38][C:34]=1[CH:35]=[O:36], predict the reactants needed to synthesize it. The reactants are: ClC1C=CC(C2SC(C3C=CC=CC=3OC(F)F)NN=2)=CC=1.CCN(C(C)C)C(C)C.[F:32][C:33]1[CH:41]=[CH:40][CH:39]=[CH:38][C:34]=1[C:35](Cl)=[O:36].